The task is: Predict the reactants needed to synthesize the given product.. This data is from Full USPTO retrosynthesis dataset with 1.9M reactions from patents (1976-2016). Given the product [Cl:28][C:29]1[C:30]([O:43][CH3:44])=[C:31]([CH:34]=[C:35]([CH:40]2[CH2:42][CH2:41]2)[C:36]=1[CH:37]1[CH2:38][CH2:39]1)[CH2:19][N:17]1[CH2:18][C:15]2([CH2:26][C:12]([N:9]3[CH2:8][CH2:7][C:6]([CH3:27])([C:4]([O:3][CH2:1][CH3:2])=[O:5])[CH2:11][CH2:10]3)=[N:13][O:14]2)[CH2:16]1, predict the reactants needed to synthesize it. The reactants are: [CH2:1]([O:3][C:4]([C:6]1([CH3:27])[CH2:11][CH2:10][N:9]([C:12]2[CH2:26][C:15]3([CH2:18][N:17]([C:19](OC(C)(C)C)=O)[CH2:16]3)[O:14][N:13]=2)[CH2:8][CH2:7]1)=[O:5])[CH3:2].[Cl:28][C:29]1[C:30]([O:43][CH3:44])=[C:31]([CH:34]=[C:35]([CH:40]2[CH2:42][CH2:41]2)[C:36]=1[CH:37]1[CH2:39][CH2:38]1)C=O.